From a dataset of Reaction yield outcomes from USPTO patents with 853,638 reactions. Predict the reaction yield, written as a fraction of the theoretical maximum amount of product (1.0 means a 100% yield; for example, 0.34 means a 34% yield). (1) The reactants are [H-].[Na+].[CH3:3]I.[CH3:5][O:6][C:7]1[CH:8]=[CH:9][C:10]2[NH:14][C:13](=[O:15])[N:12]([CH2:16][C@H:17]3[CH2:22][CH2:21][C@H:20]([C:23]([N:25]4[CH2:30][CH2:29][N:28]([C:31]5[N:36]=[CH:35][CH:34]=[CH:33][N:32]=5)[CH2:27][CH2:26]4)=[O:24])[CH2:19][CH2:18]3)[C:11]=2[CH:37]=1. The catalyst is CN(C=O)C. The product is [CH3:5][O:6][C:7]1[CH:8]=[CH:9][C:10]2[N:14]([CH3:3])[C:13](=[O:15])[N:12]([CH2:16][C@H:17]3[CH2:22][CH2:21][C@H:20]([C:23]([N:25]4[CH2:30][CH2:29][N:28]([C:31]5[N:32]=[CH:33][CH:34]=[CH:35][N:36]=5)[CH2:27][CH2:26]4)=[O:24])[CH2:19][CH2:18]3)[C:11]=2[CH:37]=1. The yield is 0.860. (2) The reactants are [CH3:1][C:2]1([CH3:19])[C:6]([CH3:8])([CH3:7])[O:5][B:4]([C:9]2[CH:14]=[CH:13][CH:12]=[C:11]([N+:15]([O-])=O)[C:10]=2[CH3:18])[O:3]1. The catalyst is CO. The product is [CH3:18][C:10]1[C:9]([B:4]2[O:5][C:6]([CH3:7])([CH3:8])[C:2]([CH3:19])([CH3:1])[O:3]2)=[CH:14][CH:13]=[CH:12][C:11]=1[NH2:15]. The yield is 1.00. (3) The reactants are F[C:2]1[CH:8]=[CH:7][C:5]([NH2:6])=[CH:4][C:3]=1[N+:9]([O-:11])=[O:10].[OH:12][C:13]1[CH:14]=[C:15]([CH:29]=[CH:30][CH:31]=1)[C:16]([NH:18][C:19]1[CH:24]=[CH:23][CH:22]=[C:21]([C:25]([F:28])([F:27])[F:26])[CH:20]=1)=[O:17].C(=O)([O-])[O-].[K+].[K+]. The catalyst is CN(C)C=O. The product is [NH2:6][C:5]1[CH:7]=[CH:8][C:2]([O:12][C:13]2[CH:14]=[C:15]([CH:29]=[CH:30][CH:31]=2)[C:16]([NH:18][C:19]2[CH:24]=[CH:23][CH:22]=[C:21]([C:25]([F:26])([F:27])[F:28])[CH:20]=2)=[O:17])=[C:3]([N+:9]([O-:11])=[O:10])[CH:4]=1. The yield is 0.640. (4) The reactants are [NH:1]1[CH:5]=[C:4]([C:6]2[C:7]3[CH:14]=[CH:13][N:12]([CH2:15][O:16][CH2:17][CH2:18][Si:19]([CH3:22])([CH3:21])[CH3:20])[C:8]=3[N:9]=[CH:10][N:11]=2)[CH:3]=[N:2]1.C(#N)C.[N:26]1([C:32]2[CH:33]=[C:34](/[CH:38]=[CH:39]/[C:40]#[N:41])[CH:35]=[N:36][CH:37]=2)[CH2:31][CH2:30][O:29][CH2:28][CH2:27]1.C1CCN2C(=NCCC2)CC1. No catalyst specified. The product is [N:26]1([C:32]2[CH:33]=[C:34]([CH:38]([N:1]3[CH:5]=[C:4]([C:6]4[C:7]5[CH:14]=[CH:13][N:12]([CH2:15][O:16][CH2:17][CH2:18][Si:19]([CH3:22])([CH3:21])[CH3:20])[C:8]=5[N:9]=[CH:10][N:11]=4)[CH:3]=[N:2]3)[CH2:39][C:40]#[N:41])[CH:35]=[N:36][CH:37]=2)[CH2:31][CH2:30][O:29][CH2:28][CH2:27]1. The yield is 1.00. (5) The reactants are [C:1]([CH2:4][C:5]1[C:6]([F:15])=[C:7]([F:14])[CH:8]=[CH:9][C:10]=1[N+:11]([O-:13])=[O:12])(=[O:3])[CH3:2].O.[O-2].[O-2].[O-2].O=[Si]=O.O=[Si]=O.O=[Si]=O.O=[Si]=O.[Al+3].[Al+3].[CH:34](OC)(OC)[O:35]C.[CH2:41](Cl)Cl. No catalyst specified. The product is [F:14][C:7]1[CH:8]=[CH:9][C:10]([N+:11]([O-:13])=[O:12])=[C:5]([CH2:4][C:1]([O:35][CH3:34])([O:3][CH3:41])[CH3:2])[C:6]=1[F:15]. The yield is 0.880. (6) The catalyst is CO.O. The yield is 0.490. The reactants are [C:1]([O:8][CH3:9])(=[O:7])[CH2:2][C:3]([O:5]C)=O.[Na].[C:11]1([N:17]2[C:21]([NH2:22])=[C:20]([CH:23]=O)[N:19]=[N:18]2)[CH:16]=[CH:15][CH:14]=[CH:13][CH:12]=1. The product is [C:11]1([N:17]2[C:21]3[NH:22][C:3](=[O:5])[C:2]([C:1]([O:8][CH3:9])=[O:7])=[CH:23][C:20]=3[N:19]=[N:18]2)[CH:12]=[CH:13][CH:14]=[CH:15][CH:16]=1. (7) The reactants are [CH2:1]([O:3][C:4](=[O:22])[CH2:5][NH:6][CH2:7][CH2:8][NH:9][S:10]([C:13]1[S:14][C:15]2[CH:21]=[CH:20][CH:19]=[CH:18][C:16]=2[N:17]=1)(=[O:12])=[O:11])[CH3:2].[CH3:23][O:24][C:25]1[CH:26]=[C:27]([CH:47]=[CH:48][C:49]=1[O:50][CH3:51])[CH2:28][O:29][C:30]([NH:32][C:33]1[NH:34][C:35](=[O:46])[C:36]2[N:37]=[CH:38][N:39]([CH2:42][C:43](O)=[O:44])[C:40]=2[N:41]=1)=[O:31]. No catalyst specified. The product is [CH2:1]([O:3][C:4](=[O:22])[CH2:5][N:6]([CH2:7][CH2:8][NH:9][S:10]([C:13]1[S:14][C:15]2[CH:21]=[CH:20][CH:19]=[CH:18][C:16]=2[N:17]=1)(=[O:12])=[O:11])[C:43](=[O:44])[CH2:42][N:39]1[CH:38]=[N:37][C:36]2[C:35](=[O:46])[NH:34][C:33]([NH:32][C:30]([O:29][CH2:28][C:27]3[CH:47]=[CH:48][C:49]([O:50][CH3:51])=[C:25]([O:24][CH3:23])[CH:26]=3)=[O:31])=[N:41][C:40]1=2)[CH3:2]. The yield is 0.680. (8) The reactants are [C:1]([O:5]C(N1C[C@@H](NC)C[C@H]1CO)=O)(C)(C)C.O[C:18]1[CH:27]=[CH:26][C:21]([C:22]([O:24]C)=[O:23])=[CH:20][CH:19]=1.C1C=CC(P(C2C=CC=CC=2)C2C=CC=CC=2)=CC=1.CC(OC(/N=N/C(OC(C)C)=O)=O)C. The catalyst is C1COCC1. The product is [C:22]([O:24][O:5][CH3:1])(=[O:23])[C:21]1[CH:26]=[CH:27][CH:18]=[CH:19][CH:20]=1. The yield is 0.300. (9) The reactants are [NH2:1][C:2]1[CH:10]=[CH:9][C:5]([C:6]([OH:8])=[O:7])=[CH:4][CH:3]=1.OS(O)(=O)=O.[CH3:16]COC(C)=O. The catalyst is CO. The product is [NH2:1][C:2]1[CH:10]=[CH:9][C:5]([C:6]([O:8][CH3:16])=[O:7])=[CH:4][CH:3]=1. The yield is 0.930.